From a dataset of Forward reaction prediction with 1.9M reactions from USPTO patents (1976-2016). Predict the product of the given reaction. (1) Given the reactants [Cl:1][C:2]1[CH:20]=[CH:19][C:18]([C@H:21]2[C@H:26]([O:27]CC3C=CC=CC=3)[C@@H:25]([O:35]CC3C=CC=CC=3)[C@H:24]([O:43]CC3C=CC=CC=3)[C@@H:23]([CH2:51][O:52]CC3C=CC=CC=3)[O:22]2)=[CH:17][C:3]=1[CH2:4][C:5]1[N:10]=[N:9][C:8]([C:11]2[O:12][C:13]([CH3:16])=[CH:14][N:15]=2)=[CH:7][CH:6]=1.I[Si](C)(C)C, predict the reaction product. The product is: [Cl:1][C:2]1[CH:20]=[CH:19][C:18]([C@H:21]2[C@H:26]([OH:27])[C@@H:25]([OH:35])[C@H:24]([OH:43])[C@@H:23]([CH2:51][OH:52])[O:22]2)=[CH:17][C:3]=1[CH2:4][C:5]1[N:10]=[N:9][C:8]([C:11]2[O:12][C:13]([CH3:16])=[CH:14][N:15]=2)=[CH:7][CH:6]=1. (2) Given the reactants [F:1][C:2]([F:32])([F:31])[O:3][C:4]1[CH:5]=[C:6]([CH:10]2[CH2:13][C:12]3([CH2:18][CH2:17][N:16]([C:19](OC4C=CC([N+]([O-])=O)=CC=4)=[O:20])[CH2:15][CH2:14]3)[CH2:11]2)[CH:7]=[CH:8][CH:9]=1.CC(N(C)C)=O.[CH2:39]([N:41]1[C:45]([NH2:46])=[N:44][N:43]=[N:42]1)[CH3:40], predict the reaction product. The product is: [CH2:39]([N:41]1[C:45]([NH:46][C:19]([N:16]2[CH2:15][CH2:14][C:12]3([CH2:13][CH:10]([C:6]4[CH:7]=[CH:8][CH:9]=[C:4]([O:3][C:2]([F:31])([F:1])[F:32])[CH:5]=4)[CH2:11]3)[CH2:18][CH2:17]2)=[O:20])=[N:44][N:43]=[N:42]1)[CH3:40].